From a dataset of Catalyst prediction with 721,799 reactions and 888 catalyst types from USPTO. Predict which catalyst facilitates the given reaction. Reactant: O[CH2:2][C:3]1[CH:4]=[C:5]([N:9]2[C:13]([C:14]([O:16][CH2:17][CH3:18])=[O:15])=[CH:12][C:11]([Si:19]([CH3:22])([CH3:21])[CH3:20])=[N:10]2)[CH:6]=[CH:7][CH:8]=1.S(Cl)([Cl:25])=O. Product: [Cl:25][CH2:2][C:3]1[CH:4]=[C:5]([N:9]2[C:13]([C:14]([O:16][CH2:17][CH3:18])=[O:15])=[CH:12][C:11]([Si:19]([CH3:22])([CH3:21])[CH3:20])=[N:10]2)[CH:6]=[CH:7][CH:8]=1. The catalyst class is: 2.